Dataset: Experimentally validated miRNA-target interactions with 360,000+ pairs, plus equal number of negative samples. Task: Binary Classification. Given a miRNA mature sequence and a target amino acid sequence, predict their likelihood of interaction. (1) The miRNA is bta-miR-15a with sequence UAGCAGCACAUAAUGGUUUGU. The protein sequence of the target gene is MEPHGHSGKSRKSTKFRSISRSLILCNAKTSDDGSSPDEKYPDPFETSLCQGKEGFFHSSMQLADTFEAGLSNIPDLALASDSAQLAAAGSDRGKHCRKMFFMKESSSTSSKEKSGKPEAQSSSFLFPKACHQRTRSNSTSVNPYSAGEIDFPMTKKSAAPTDRQPYSLCSNRKSLSQQLDYPILGTARPTRSLSTAQLGQLSGGLQASVISNIVLMKGQAKGLGFSIVGGKDSIYGPIGIYVKSIFAGGAAAADGRLQEGDEILELNGESMAGLTHQDALQKFKQAKKGLLTLTVRTRL.... Result: 0 (no interaction). (2) The miRNA is hsa-miR-4515 with sequence AGGACUGGACUCCCGGCAGCCC. The protein sequence of the target gene is MAQGCPITGLEVALTDLQSSQNNVRHHTEEISVDRLVVRRGQAFSITLYFKNRGFQPGMDSIMFVAETGPLPDLAKGTRAVFSFTGSGGPSPWIASLEANRANSLEVSLCAPPIAAVGRYLLKIRIDSYQGFVTAYQLGEFILLFNPWCPADSVYLESEPQRQEYVVNDYGFIYQGSKSWIRPCPWNYGQFEENIIDICLELLEKSLNFQVDPSTDCALRGSPVYTSRVVCAMINSNDDNGVLNGNWSENYVDGINPAEWTGSVAILKQWHATGCQPVRYGQCWVFAAVMCTVMRCLGIP.... Result: 0 (no interaction). (3) The miRNA is hsa-miR-1238-5p with sequence GUGAGUGGGAGCCCCAGUGUGUG. The protein sequence of the target gene is MAALYRPGLRLNWHGLSPLGWPSCRSIQTLRVLSGDLGQLPTGIRDFVEHSARLCQPEGIHICDGTEAENTATLTLLEQQGLIRKLPKYNNCWLARTDPKDVARVESKTVIVTPSQRDTVPLPPGGARGQLGNWMSPADFQRAVDERFPGCMQGRTMYVLPFSMGPVGSPLSRIGVQLTDSAYVVASMRIMTRLGTPVLQALGDGDFVKCLHSVGQPLTGQGEPVSQWPCNPEKTLIGHVPDQREIISFGSGYGGNSLLGKKCFALRIASRLARDEGWLAEHMLILGITSPAGKKRYVAA.... Result: 0 (no interaction). (4) The miRNA is hsa-miR-302f with sequence UAAUUGCUUCCAUGUUU. The protein sequence of the target gene is MWQPRRPWPRVPWRWALALLALVGAGLCHAGPQPGYPARPSARNKNWCAYIVNKNVSCSVLEGSESFIQAQYNCAWNQMPCPSALVYRVNFRPRYVTRYKTVTQLEWRCCPGFRGGDCQEGPKDPVKTLRPTPARPRNSLKKATDNEPSQFSEPRKTLSPTGTAQPSWGVDPKEGPQELQEKKIQVLEEKVLRLTRTVLDLQSSLAGVSENLKHATQDDASRTRAPGLSSQHPKPDTTVSGDTETGQSPGVFNTKESGMKDIKSELAEVKDTLKNKSDKLEELDGKVKGYEGQLRQLQEA.... Result: 1 (interaction). (5) The miRNA is hsa-miR-6760-3p with sequence ACACUGUCCCCUUCUCCCCAG. The protein sequence of the target gene is MTTSSIRRQMKNIVNNYSEAEIKVREATSNDPWGPSSSLMTEIADLTYNVVAFSEIMSMVWKRLNDHGKNWRHVYKALTLLDYLIKTGSERVAQQCRENIFAIQTLKDFQYIDRDGKDQGINVREKSKQLVALLKDEERLKAERAQALKTKERMAQVATGMGSNQITFGRGSSQPNLSTSHSEQEYGKAGGSPASYHGSPEASLCPQHRTGAPLGQSEELQPLSQRHPFLPHLGLASRPNGDWSQPCLTCDRAARATSPRVSSELEQARPQTSGEEELQLQLALAMSREVAEQEERLRRG.... Result: 0 (no interaction). (6) The miRNA is mmu-miR-335-5p with sequence UCAAGAGCAAUAACGAAAAAUGU. The protein sequence of the target gene is MSKSFQQSSLSRDSQGHGRDLSAAGIGLLAAATQSLSMPASLGRMNQGTARLASLMNLGMSSSLNQQGAHSALSSASTSSHNLQSIFNIGSRGPLPLSSQHRGDADQASNILASFGLSARDLDELSRYPEDKITPENLPQILLQLKRRRTEEGPTLSYGRDGRSATREPPYRVPRDDWEEKRHFRRDSFDDRGPSLNPVLDYDHGSRSQESGYYDRMDYEDDRLRDGERCRDDSFFGETSHNYHKFDSEYERMGRGPGPLQERSLFEKKRGAPPSSNIEDFHGLLPKGYPHLCSICDLPV.... Result: 0 (no interaction). (7) The miRNA is hsa-miR-4319 with sequence UCCCUGAGCAAAGCCAC. The protein sequence of the target gene is MSVDMNSQGSDSNEEDYDPNCEEEEEEEEDDPGDIEDYYVGVASDVEQQGADAFDPEEYQFTCLTYKESEGALNEHMTSLASVLKVSHSVAKLILVNFHWQVSEILDRYKSNSAQLLVEARVQPNPSKHVPTSHPPHHCAVCMQFVRKENLLSLACQHQFCRSCWEQHCSVLVKDGVGVGVSCMAQDCPLRTPEDFVFPLLPNEELREKYRRYLFRDYVESHYQLQLCPGADCPMVIRVQEPRARRVQCNRCNEVFCFKCRQMYHAPTDCATIRKWLTKCADDSETANYISAHTKDCPKC.... Result: 1 (interaction).